This data is from Catalyst prediction with 721,799 reactions and 888 catalyst types from USPTO. The task is: Predict which catalyst facilitates the given reaction. (1) The catalyst class is: 1. Product: [O:13]=[C:10]([CH2:11][CH3:12])[CH:7]([C:1]1[CH:6]=[CH:5][CH:4]=[CH:3][CH:2]=1)[C:8]#[N:9]. Reactant: [C:1]1([CH2:7][C:8]#[N:9])[CH:6]=[CH:5][CH:4]=[CH:3][CH:2]=1.[C:10](OCC)(=[O:13])[CH2:11][CH3:12]. (2) Reactant: Cl[C:2]([O:4][C:5]1[CH:10]=[CH:9][C:8]([N+:11]([O-:13])=[O:12])=[CH:7][CH:6]=1)=[O:3].[Cl:14][C:15]1[CH:20]=[CH:19][CH:18]=[CH:17][C:16]=1[C:21]1[CH:22]=[N:23][NH:24][CH:25]=1.O. Product: [Cl:14][C:15]1[CH:20]=[CH:19][CH:18]=[CH:17][C:16]=1[C:21]1[CH:25]=[N:24][N:23]([C:2]([O:4][C:5]2[CH:10]=[CH:9][C:8]([N+:11]([O-:13])=[O:12])=[CH:7][CH:6]=2)=[O:3])[CH:22]=1. The catalyst class is: 2. (3) Reactant: [Cl:1][C:2]1[CH:7]=[CH:6][C:5]([C:8]2[C:16]3[C:11](=[N:12][CH:13]=[CH:14][CH:15]=3)[S:10][C:9]=2[S:17]([C:20]2[CH:21]=[C:22]([CH:26]=[C:27]([F:29])[CH:28]=2)[C:23]#[N+:24][O-])(=[O:19])=[O:18])=[CH:4][CH:3]=1.FC(F)(F)C(OC(=O)C(F)(F)F)=[O:33]. Product: [Cl:1][C:2]1[CH:7]=[CH:6][C:5]([C:8]2[C:16]3[CH:15]=[CH:14][C:13](=[O:33])[NH:12][C:11]=3[S:10][C:9]=2[S:17]([C:20]2[CH:21]=[C:22]([CH:26]=[C:27]([F:29])[CH:28]=2)[C:23]#[N:24])(=[O:19])=[O:18])=[CH:4][CH:3]=1. The catalyst class is: 3. (4) Reactant: [CH2:1]([O:8][CH2:9][C:10]([N:12]1[CH2:17][CH2:16][NH:15][CH2:14][CH2:13]1)=[O:11])[C:2]1[CH:7]=[CH:6][CH:5]=[CH:4][CH:3]=1.[Cl:18][C:19]1[CH:24]=[C:23]([CH2:25]Cl)[CH:22]=[CH:21][N:20]=1.C([O-])([O-])=O.[K+].[K+]. Product: [Cl:18][C:19]1[CH:24]=[C:23]([CH2:25][N:15]2[CH2:14][CH2:13][N:12]([C:10](=[O:11])[CH2:9][O:8][CH2:1][C:2]3[CH:3]=[CH:4][CH:5]=[CH:6][CH:7]=3)[CH2:17][CH2:16]2)[CH:22]=[CH:21][N:20]=1. The catalyst class is: 3. (5) Reactant: [Br:1][C:2]1[C:3]([C:13]2[S:14][CH:15]=[CH:16][N:17]=2)=[N:4][N:5]([CH3:12])[C:6]=1[CH:7](OC)[O:8]C.Cl.[OH-].[Na+]. Product: [Br:1][C:2]1[C:3]([C:13]2[S:14][CH:15]=[CH:16][N:17]=2)=[N:4][N:5]([CH3:12])[C:6]=1[CH:7]=[O:8]. The catalyst class is: 7. (6) Reactant: [NH2:1][C:2]1[N:7]=[C:6]([CH3:8])[C:5]([CH2:9][NH:10][C:11]([C:13]2[CH:18]=[CH:17][N:16]=[C:15]([CH2:19][C:20]3[CH:21]=[C:22]4[C:27](=[C:28]([C:30]([O:32]C)=[O:31])[CH:29]=3)[N:26]=[CH:25][C:24]([Cl:34])=[CH:23]4)[CH:14]=2)=[O:12])=[C:4]([CH3:35])[CH:3]=1.[OH-].[Na+].CC(O)=O. The catalyst class is: 20. Product: [NH2:1][C:2]1[N:7]=[C:6]([CH3:8])[C:5]([CH2:9][NH:10][C:11]([C:13]2[CH:18]=[CH:17][N:16]=[C:15]([CH2:19][C:20]3[CH:21]=[C:22]4[C:27](=[C:28]([C:30]([OH:32])=[O:31])[CH:29]=3)[N:26]=[CH:25][C:24]([Cl:34])=[CH:23]4)[CH:14]=2)=[O:12])=[C:4]([CH3:35])[CH:3]=1.